This data is from NCI-60 drug combinations with 297,098 pairs across 59 cell lines. The task is: Regression. Given two drug SMILES strings and cell line genomic features, predict the synergy score measuring deviation from expected non-interaction effect. Drug 2: CC1=C(C(=CC=C1)Cl)NC(=O)C2=CN=C(S2)NC3=CC(=NC(=N3)C)N4CCN(CC4)CCO. Synergy scores: CSS=49.1, Synergy_ZIP=-2.74, Synergy_Bliss=-1.90, Synergy_Loewe=-1.04, Synergy_HSA=1.29. Cell line: HCT-15. Drug 1: C1=NC2=C(N1)C(=S)N=C(N2)N.